This data is from Catalyst prediction with 721,799 reactions and 888 catalyst types from USPTO. The task is: Predict which catalyst facilitates the given reaction. (1) Reactant: [Li+].[OH-].[O:3]=[C:4]1[N:10]([CH:11]2[CH2:16][CH2:15][N:14]([C:17]([O:19][C@@H:20]([C:34]([O:36]C)=[O:35])[CH2:21][C:22]3[CH:32]=[C:31]([CH3:33])[C:25]4[NH:26][C:27]([O:29][CH3:30])=[N:28][C:24]=4[CH:23]=3)=[O:18])[CH2:13][CH2:12]2)[CH2:9][CH2:8][C:7]2[CH:38]=[CH:39][CH:40]=[CH:41][C:6]=2[NH:5]1.Cl. Product: [O:3]=[C:4]1[N:10]([CH:11]2[CH2:12][CH2:13][N:14]([C:17]([O:19][C@@H:20]([C:34]([OH:36])=[O:35])[CH2:21][C:22]3[CH:32]=[C:31]([CH3:33])[C:25]4[NH:26][C:27]([O:29][CH3:30])=[N:28][C:24]=4[CH:23]=3)=[O:18])[CH2:15][CH2:16]2)[CH2:9][CH2:8][C:7]2[CH:38]=[CH:39][CH:40]=[CH:41][C:6]=2[NH:5]1. The catalyst class is: 90. (2) Reactant: C([O:4][C:5]1[N:6]=[CH:7][C:8]2[C:13]([CH:14]=1)=[C:12]([NH2:15])[CH:11]=[CH:10][CH:9]=2)(=O)C.[Br:16][C:17]1[CH:22]=[CH:21][C:20]([CH2:23][N:24]=[C:25]=[O:26])=[CH:19][CH:18]=1.C([O-])([O-])=O.[K+].[K+]. Product: [Br:16][C:17]1[CH:18]=[CH:19][C:20]([CH2:23][NH:24][C:25]([NH:15][C:12]2[CH:11]=[CH:10][CH:9]=[C:8]3[C:13]=2[CH:14]=[C:5]([OH:4])[N:6]=[CH:7]3)=[O:26])=[CH:21][CH:22]=1. The catalyst class is: 247. (3) Reactant: [CH2:1]([O:3][CH:4]([C:11]1[CH:16]=[CH:15][C:14]([OH:17])=[CH:13][CH:12]=1)[CH2:5][C:6]([O:8][CH2:9][CH3:10])=[O:7])[CH3:2].[CH3:18][C:19]1[N:20]=[C:21]([C:26]2[CH:31]=[CH:30][C:29]([C:32]([F:35])([F:34])[F:33])=[CH:28][CH:27]=2)[S:22][C:23]=1[CH2:24]O.C1(P(C2C=CC=CC=2)C2C=CC=CC=2)C=CC=CC=1.C1(C)C=CC=CC=1.N(C(OCC)=O)=NC(OCC)=O. Product: [CH2:1]([O:3][CH:4]([C:11]1[CH:12]=[CH:13][C:14]([O:17][CH2:24][C:23]2[S:22][C:21]([C:26]3[CH:27]=[CH:28][C:29]([C:32]([F:35])([F:33])[F:34])=[CH:30][CH:31]=3)=[N:20][C:19]=2[CH3:18])=[CH:15][CH:16]=1)[CH2:5][C:6]([O:8][CH2:9][CH3:10])=[O:7])[CH3:2]. The catalyst class is: 7. (4) Reactant: C([O:5][C:6]([C@H:8]1[CH2:12][CH2:11][CH2:10][N:9]1[C:13](=[O:42])[CH2:14][O:15][C:16]1[C:25]2[C:20](=[CH:21][CH:22]=[CH:23][CH:24]=2)[C:19]([O:26][CH2:27][C:28]([N:30]2[CH2:34][CH2:33][CH2:32][C@@H:31]2[C:35]([O:37]C(C)(C)C)=[O:36])=[O:29])=[CH:18][CH:17]=1)=[O:7])(C)(C)C. Product: [C:35]([C@H:31]1[CH2:32][CH2:33][CH2:34][N:30]1[C:28](=[O:29])[CH2:27][O:26][C:19]1[C:20]2[C:25](=[CH:24][CH:23]=[CH:22][CH:21]=2)[C:16]([O:15][CH2:14][C:13]([N:9]2[CH2:10][CH2:11][CH2:12][C@@H:8]2[C:6]([OH:7])=[O:5])=[O:42])=[CH:17][CH:18]=1)([OH:37])=[O:36]. The catalyst class is: 55. (5) Reactant: [F:1][C:2]([F:30])([F:29])[C:3]1[CH:4]=[C:5]([C@H:13]2[O:17][C:16](=[O:18])[N:15]([CH2:19][C:20]3[CH:25]=[C:24]([F:26])[CH:23]=[CH:22][C:21]=3Br)[C@H:14]2[CH3:28])[CH:6]=[C:7]([C:9]([F:12])([F:11])[F:10])[CH:8]=1.[F:31][C:32]1[C:37]([CH:38]([CH3:40])[CH3:39])=[CH:36][C:35](B(O)O)=[C:34]([O:44][CH3:45])[CH:33]=1.[OH-].[K+]. Product: [F:1][C:2]([F:30])([F:29])[C:3]1[CH:4]=[C:5]([C@H:13]2[O:17][C:16](=[O:18])[N:15]([CH2:19][C:20]3[CH:25]=[C:24]([F:26])[CH:23]=[CH:22][C:21]=3[C:35]3[CH:36]=[C:37]([CH:38]([CH3:40])[CH3:39])[C:32]([F:31])=[CH:33][C:34]=3[O:44][CH3:45])[C@H:14]2[CH3:28])[CH:6]=[C:7]([C:9]([F:12])([F:11])[F:10])[CH:8]=1. The catalyst class is: 75. (6) Reactant: [NH2:1][C:2]1[CH:12]=[CH:11][C:5]2[O:6][C:7]([F:10])([F:9])[O:8][C:4]=2[CH:3]=1.[CH2:13](Br)[C:14]#[CH:15]. Product: [F:9][C:7]1([F:10])[O:6][C:5]2[CH:11]=[CH:12][C:2]([NH:1][CH2:15][C:14]#[CH:13])=[CH:3][C:4]=2[O:8]1. The catalyst class is: 11.